Dataset: Full USPTO retrosynthesis dataset with 1.9M reactions from patents (1976-2016). Task: Predict the reactants needed to synthesize the given product. (1) The reactants are: [O:1]1[CH2:6][CH2:5][CH2:4][CH2:3][CH:2]1[O:7][CH2:8][CH2:9][O:10][CH:11]1[CH2:14][N:13]([C:15]2[CH:20]=[CH:19][C:18]([NH2:21])=[CH:17][CH:16]=2)[CH2:12]1.Cl[C:23]1[C:28]([N+:29]([O-:31])=[O:30])=[CH:27][N:26]=[C:25]([O:32][CH3:33])[CH:24]=1.C(=O)([O-])[O-].[K+].[K+].O. Given the product [CH3:33][O:32][C:25]1[CH:24]=[C:23]([NH:21][C:18]2[CH:17]=[CH:16][C:15]([N:13]3[CH2:14][CH:11]([O:10][CH2:9][CH2:8][O:7][CH:2]4[CH2:3][CH2:4][CH2:5][CH2:6][O:1]4)[CH2:12]3)=[CH:20][CH:19]=2)[C:28]([N+:29]([O-:31])=[O:30])=[CH:27][N:26]=1, predict the reactants needed to synthesize it. (2) Given the product [Br:1][C:2]1[S:6][C:5]([C:7]2([CH2:23][C:24]([O:26][C:27]([CH3:30])([CH3:29])[CH3:28])=[O:25])[S:13](=[O:15])(=[O:14])[CH2:12][CH2:11][NH:10][CH2:9][CH2:8]2)=[CH:4][CH:3]=1, predict the reactants needed to synthesize it. The reactants are: [Br:1][C:2]1[S:6][C:5]([C:7]2([CH2:23][C:24]([O:26][C:27]([CH3:30])([CH3:29])[CH3:28])=[O:25])[S:13](=[O:15])(=[O:14])[CH2:12][CH2:11][N:10](C(OC(C)(C)C)=O)[CH2:9][CH2:8]2)=[CH:4][CH:3]=1.Cl.C(=O)(O)[O-].[Na+].